From a dataset of Catalyst prediction with 721,799 reactions and 888 catalyst types from USPTO. Predict which catalyst facilitates the given reaction. (1) Reactant: [F:1][C:2]1[CH:3]=[C:4]([C@:13]2([NH:23][C:24](=[O:36])[NH:25][C:26]3[CH:35]=[CH:34][C:29]([C:30]([O:32]C)=[O:31])=[CH:28][CH:27]=3)[C:18]3=[N:19][CH:20]=[CH:21][CH:22]=[C:17]3[O:16][CH2:15][CH2:14]2)[CH:5]=[CH:6][C:7]=1[O:8][C:9]([F:12])([F:11])[F:10].CO.[Li+].[OH-].Cl. Product: [F:1][C:2]1[CH:3]=[C:4]([C@:13]2([NH:23][C:24](=[O:36])[NH:25][C:26]3[CH:35]=[CH:34][C:29]([C:30]([OH:32])=[O:31])=[CH:28][CH:27]=3)[C:18]3=[N:19][CH:20]=[CH:21][CH:22]=[C:17]3[O:16][CH2:15][CH2:14]2)[CH:5]=[CH:6][C:7]=1[O:8][C:9]([F:12])([F:10])[F:11]. The catalyst class is: 20. (2) Reactant: F[B-](F)(F)F.[O:6]=[N+:7]=[O:8].[CH3:9][C:10]([C:14]1[CH:15]=[C:16]([C:21]2[CH:26]=[CH:25][CH:24]=[C:23]([CH:27]=[O:28])[CH:22]=2)[CH:17]=[CH:18][C:19]=1[OH:20])([CH3:13])[CH2:11][CH3:12]. Product: [CH3:13][C:10]([C:14]1[CH:15]=[C:16]([C:21]2[CH:26]=[CH:25][CH:24]=[C:23]([CH:27]=[O:28])[CH:22]=2)[CH:17]=[C:18]([N+:7]([O-:8])=[O:6])[C:19]=1[OH:20])([CH3:9])[CH2:11][CH3:12]. The catalyst class is: 2. (3) Reactant: [CH2:1]([O:8][C:9]([NH:11][C:12]1[CH:17]=[CH:16][C:15]([C:18]2[O:19][CH2:20][CH:21]([C:23]([O:25][CH3:26])=[O:24])[N:22]=2)=[CH:14][C:13]=1[CH3:27])=[O:10])[C:2]1[CH:7]=[CH:6][CH:5]=[CH:4][CH:3]=1.BrCC(Cl)(Cl)Cl.C1CCN2C(=NCCC2)CC1. The catalyst class is: 4. Product: [CH2:1]([O:8][C:9]([NH:11][C:12]1[CH:17]=[CH:16][C:15]([C:18]2[O:19][CH:20]=[C:21]([C:23]([O:25][CH3:26])=[O:24])[N:22]=2)=[CH:14][C:13]=1[CH3:27])=[O:10])[C:2]1[CH:7]=[CH:6][CH:5]=[CH:4][CH:3]=1. (4) Reactant: [C:1]([O:5]C(N1C[C@@H](N(C)C)C[C@H]1CO)=O)(C)(C)C.O[C:19]1[CH:28]=[CH:27][C:22]([C:23]([O:25]C)=[O:24])=[CH:21][CH:20]=1.C1C=CC(P(C2C=CC=CC=2)C2C=CC=CC=2)=CC=1.CC(OC(/N=N/C(OC(C)C)=O)=O)C. Product: [C:23]([O:25][O:5][CH3:1])(=[O:24])[C:22]1[CH:27]=[CH:28][CH:19]=[CH:20][CH:21]=1. The catalyst class is: 1. (5) Product: [CH3:1][O:2][C:3]1[CH:11]=[CH:10][C:6]([C:7]2[C:14]([C:13]3[CH:12]=[CH:17][C:31]([O:30][CH3:27])=[CH:33][CH:20]=3)=[N:16][O:9][N:8]=2)=[CH:5][CH:4]=1. The catalyst class is: 163. Reactant: [CH3:1][O:2][C:3]1[CH:11]=[CH:10][C:6]([CH:7]=[N:8][OH:9])=[CH:5][CH:4]=1.[CH2:12]1[C:17](=O)[N:16](Cl)[C:14](=O)[CH2:13]1.[CH3:20]CN(CC)CC.[C:27]([O:30][C:31]([CH3:33])=C)(=O)C. (6) Reactant: [Cl:1][C:2]1[CH:3]=[C:4]([OH:30])[CH:5]=[C:6]([Cl:29])[C:7]=1[C:8]1[N:9]=[C:10]2[CH:15]=[CH:14][CH:13]=[C:12](F)[N:11]2[C:17]=1[NH:18][C:19]1[CH:28]=[CH:27][C:22]2[O:23][CH2:24][CH2:25][O:26][C:21]=2[CH:20]=1.[F:31][CH2:32][CH2:33][OH:34]. Product: [Cl:1][C:2]1[CH:3]=[C:4]([OH:30])[CH:5]=[C:6]([Cl:29])[C:7]=1[C:8]1[N:9]=[C:10]2[CH:15]=[CH:14][CH:13]=[C:12]([O:34][CH2:33][CH2:32][F:31])[N:11]2[C:17]=1[NH:18][C:19]1[CH:28]=[CH:27][C:22]2[O:23][CH2:24][CH2:25][O:26][C:21]=2[CH:20]=1. The catalyst class is: 1. (7) Reactant: [CH2:1]([Mg]Br)[CH2:2][CH3:3].[Cl:6][C:7]1[CH:8]=[CH:9][C:10]([CH:29]=[O:30])=[C:11]2[C:15]=1[N:14]=[C:13]1[N:16]([C:20]3[C:25]([CH3:26])=[CH:24][C:23]([Cl:27])=[CH:22][C:21]=3[Cl:28])[CH2:17][CH2:18][CH2:19][N:12]21. Product: [Cl:6][C:7]1[C:15]2[N:14]=[C:13]3[N:16]([C:20]4[C:25]([CH3:26])=[CH:24][C:23]([Cl:27])=[CH:22][C:21]=4[Cl:28])[CH2:17][CH2:18][CH2:19][N:12]3[C:11]=2[C:10]([CH:29]([OH:30])[CH2:1][CH2:2][CH3:3])=[CH:9][CH:8]=1. The catalyst class is: 7.